Dataset: Forward reaction prediction with 1.9M reactions from USPTO patents (1976-2016). Task: Predict the product of the given reaction. (1) Given the reactants [OH:1][C:2]1[CH:9]=[CH:8][C:5]([CH:6]=[O:7])=[CH:4][CH:3]=1.F[C:11]1[CH:16]=[CH:15][C:14]([N+:17]([O-:19])=[O:18])=[CH:13][CH:12]=1.C([O-])([O-])=O.[K+].[K+].[BH4-].[Na+], predict the reaction product. The product is: [N+:17]([C:14]1[CH:15]=[CH:16][C:11]([O:1][C:2]2[CH:9]=[CH:8][C:5]([CH2:6][OH:7])=[CH:4][CH:3]=2)=[CH:12][CH:13]=1)([O-:19])=[O:18]. (2) Given the reactants O.[F:2][C:3]1[CH:4]=[C:5]([CH:9]=[CH:10][C:11]=1[OH:12])[C:6]([OH:8])=[O:7].S(Cl)(Cl)=O.[CH3:17]O, predict the reaction product. The product is: [F:2][C:3]1[CH:4]=[C:5]([C:6]([O:8][CH3:17])=[O:7])[CH:9]=[CH:10][C:11]=1[OH:12].